Binary Classification. Given a miRNA mature sequence and a target amino acid sequence, predict their likelihood of interaction. From a dataset of Experimentally validated miRNA-target interactions with 360,000+ pairs, plus equal number of negative samples. (1) The miRNA is mmu-miR-540-3p with sequence AGGUCAGAGGUCGAUCCUGG. The protein sequence of the target gene is MALQRTHSLLLLLLLTLLGLGLVQPSYGQDGMYQRFLRQHVHPEETGGSDRYCNLMMQRRKMTLYHCKRFNTFIHEDIWNIRSICSTTNIQCKNGKMNCHEGVVKVTDCRDTGSSRAPNCRYRAIASTRRVVIACEGNPQVPVHFDG. Result: 0 (no interaction). (2) The protein sequence of the target gene is MKLYVFLVNTGTTLTFDTELTVQTVADLKHAIQSKYKIAIQHQVLVVNGGECMAADRRVCTYSAGTDTNPIFLFNKEMILCDRAPAIPKATFSTENDMEIKVEESLMMPAVFHTVASRTQLAVEMYDVAKKLCSFCEGLVHDEHLQHQGWAAIMANLEDCSNSYQKLLFKFESIYSDYLQSIEDIKLKLTHLGTAVSVMAKIPLLECLTRHSYRECLGRPDSLNEHEGSEKAEMKRSTELVLSPDMPRTTNTSLVTSFHKSMEHVAPDPTGTERGKELRESCQSTVQQEEASVDAKDSDL.... Result: 0 (no interaction). The miRNA is mmu-miR-410-5p with sequence AGGUUGUCUGUGAUGAGUUCG. (3) The miRNA is hsa-miR-548e-5p with sequence CAAAAGCAAUCGCGGUUUUUGC. The protein sequence of the target gene is MLGNSAPGPATREAGSALLALQQTALQEDQENINPEKAAPVQQPRTRAALAVLKSGNPRGLAQQQRPKTRRVAPLKDLPVNDEHVTVPPWKANSKQPAFTIHVDEAEKEAQKKPAESQKIEREDALAFNSAISLPGPRKPLVPLDYPMDGSFESPHTMDMSIILEDEKPVSVNEVPDYHEDIHTYLREMEVKCKPKVGYMKKQPDITNSMRAILVDWLVEVGEEYKLQNETLHLAVNYIDRFLSSMSVLRGKLQLVGTAAMLLASKFEEIYPPEVAEFVYITDDTYTKKQVLRMEHLVLK.... Result: 1 (interaction).